From a dataset of Catalyst prediction with 721,799 reactions and 888 catalyst types from USPTO. Predict which catalyst facilitates the given reaction. (1) Reactant: [NH2:1][C@@H:2]1[CH2:7][CH2:6][C@H:5]([C:8]([OH:10])=[O:9])[CH2:4][CH2:3]1.[OH-].[K+].[C:13](O[C:13]([O:15][C:16]([CH3:19])([CH3:18])[CH3:17])=[O:14])([O:15][C:16]([CH3:19])([CH3:18])[CH3:17])=[O:14]. Product: [C:16]([O:15][C:13]([NH:1][CH:2]1[CH2:7][CH2:6][CH:5]([C:8]([OH:10])=[O:9])[CH2:4][CH2:3]1)=[O:14])([CH3:19])([CH3:18])[CH3:17]. The catalyst class is: 127. (2) Reactant: [Cl:1][C:2]1[CH:24]=[CH:23][C:5]([C:6]([N:8]2[C:16]3[C:11](=[CH:12][C:13]([O:17][CH3:18])=[CH:14][CH:15]=3)[C:10]([CH2:19][C:20](Cl)=[O:21])=[CH:9]2)=[O:7])=[CH:4][CH:3]=1.[F:25][C:26]([F:32])([F:31])[S:27]([NH2:30])(=[O:29])=[O:28].C(Cl)Cl.N1C=CC=CC=1. Product: [Cl:1][C:2]1[CH:24]=[CH:23][C:5]([C:6]([N:8]2[C:16]3[C:11](=[CH:12][C:13]([O:17][CH3:18])=[CH:14][CH:15]=3)[C:10]([CH2:19][C:20]([NH:30][S:27]([C:26]([F:32])([F:31])[F:25])(=[O:29])=[O:28])=[O:21])=[CH:9]2)=[O:7])=[CH:4][CH:3]=1. The catalyst class is: 26. (3) Reactant: [F:1][C:2]1[CH:12]=[C:11]([C:13]2[CH:14]=[N:15][C:16]([O:19][CH2:20][CH:21]3[CH2:26][CH2:25][N:24]([CH2:27][C:28]4([C:32]([F:35])([F:34])[F:33])[CH2:31][CH2:30][CH2:29]4)[CH2:23][CH2:22]3)=[CH:17][CH:18]=2)[CH:10]=[CH:9][C:3]=1[C:4]([O:6]CC)=[O:5].O[Li].O. Product: [F:1][C:2]1[CH:12]=[C:11]([C:13]2[CH:14]=[N:15][C:16]([O:19][CH2:20][CH:21]3[CH2:22][CH2:23][N:24]([CH2:27][C:28]4([C:32]([F:35])([F:33])[F:34])[CH2:29][CH2:30][CH2:31]4)[CH2:25][CH2:26]3)=[CH:17][CH:18]=2)[CH:10]=[CH:9][C:3]=1[C:4]([OH:6])=[O:5]. The catalyst class is: 1. (4) Reactant: Cl.[CH2:2]([O:4][C:5](=[O:15])[C@H:6]([CH2:8][C:9]1[CH:14]=[CH:13][CH:12]=[CH:11][CH:10]=1)[NH2:7])[CH3:3].[Cl:16][C:17]1[N:22]=[C:21](Cl)[N:20]=[C:19]([N:24]([CH2:31][CH2:32][CH2:33][CH2:34][CH2:35][CH3:36])[CH2:25][CH2:26][CH2:27][CH2:28][CH2:29][CH3:30])[N:18]=1.C(=O)([O-])[O-].[Na+].[Na+]. Product: [CH2:2]([O:4][C:5](=[O:15])[C@H:6]([CH2:8][C:9]1[CH:14]=[CH:13][CH:12]=[CH:11][CH:10]=1)[NH:7][C:21]1[N:22]=[C:17]([Cl:16])[N:18]=[C:19]([N:24]([CH2:31][CH2:32][CH2:33][CH2:34][CH2:35][CH3:36])[CH2:25][CH2:26][CH2:27][CH2:28][CH2:29][CH3:30])[N:20]=1)[CH3:3]. The catalyst class is: 647. (5) Reactant: C([N:8](CC1C=CC=CC=1)[C:9]1[CH:14]=[CH:13][C:12]([C:15]2[CH:24]=[C:23]3[C:18]([CH:19]=[CH:20][CH:21]=[N:22]3)=[C:17]([N:25]3[CH2:30][CH2:29][O:28][CH2:27][CH2:26]3)[N:16]=2)=[CH:11][C:10]=1[C:31]([F:34])([F:33])[F:32])C1C=CC=CC=1.C1CC=CCC=1. Product: [N:25]1([C:17]2[N:16]=[C:15]([C:12]3[CH:13]=[CH:14][C:9]([NH2:8])=[C:10]([C:31]([F:33])([F:32])[F:34])[CH:11]=3)[CH:24]=[C:23]3[C:18]=2[CH:19]=[CH:20][CH:21]=[N:22]3)[CH2:30][CH2:29][O:28][CH2:27][CH2:26]1. The catalyst class is: 320. (6) Reactant: Cl.[C:2]([O:6][C:7](=[O:10])[CH2:8][NH2:9])([CH3:5])([CH3:4])[CH3:3].C1(N=C=NC2CCCCC2)CCCCC1.[Br:26][C:27]1[CH:32]=[C:31]([C:33]([O:35][CH2:36][CH3:37])=[O:34])[CH:30]=[CH:29][C:28]=1[S:38][C@@H:39]([CH2:43][CH2:44][CH2:45][C:46]1[CH:51]=[CH:50][C:49]([O:52][CH3:53])=[CH:48][CH:47]=1)[C:40](O)=[O:41].CN1CCOCC1. Product: [Br:26][C:27]1[CH:32]=[C:31]([CH:30]=[CH:29][C:28]=1[S:38][C@H:39]([C:40]([NH:9][CH2:8][C:7]([O:6][C:2]([CH3:5])([CH3:4])[CH3:3])=[O:10])=[O:41])[CH2:43][CH2:44][CH2:45][C:46]1[CH:51]=[CH:50][C:49]([O:52][CH3:53])=[CH:48][CH:47]=1)[C:33]([O:35][CH2:36][CH3:37])=[O:34]. The catalyst class is: 46.